Dataset: Retrosynthesis with 50K atom-mapped reactions and 10 reaction types from USPTO. Task: Predict the reactants needed to synthesize the given product. (1) Given the product COC(=O)COCCOc1ccc(N)cc1, predict the reactants needed to synthesize it. The reactants are: COC(=O)COCCOc1ccc([N+](=O)[O-])cc1. (2) Given the product C[C@H](NC(=O)OC(C)(C)C)C(=NO)c1ncc(Cl)cc1Cl, predict the reactants needed to synthesize it. The reactants are: C[C@H](NC(=O)OC(C)(C)C)C(=O)c1ncc(Cl)cc1Cl.NO.